This data is from Full USPTO retrosynthesis dataset with 1.9M reactions from patents (1976-2016). The task is: Predict the reactants needed to synthesize the given product. (1) Given the product [Cl:1][C:2]1[CH:3]=[CH:4][C:5]([C:8]2([CH2:13][OH:14])[CH2:12][CH2:11][CH2:10][CH2:9]2)=[CH:6][CH:7]=1, predict the reactants needed to synthesize it. The reactants are: [Cl:1][C:2]1[CH:7]=[CH:6][C:5]([C:8]2([CH:13]=[O:14])[CH2:12][CH2:11][CH2:10][CH2:9]2)=[CH:4][CH:3]=1.[BH4-].[Na+]. (2) Given the product [CH2:8]([N:15]([C@H:16]1[CH2:21][CH2:20][NH:19][CH2:18][C@H:17]1[O:29][CH3:30])[C:31](=[O:32])[O:33][CH2:34][C:35]1[CH:40]=[CH:39][CH:38]=[CH:37][CH:36]=1)[C:9]1[CH:10]=[CH:11][CH:12]=[CH:13][CH:14]=1, predict the reactants needed to synthesize it. The reactants are: Cl.C(OCC)(=O)C.[CH2:8]([N:15]([C:31]([O:33][CH2:34][C:35]1[CH:40]=[CH:39][CH:38]=[CH:37][CH:36]=1)=[O:32])[C@H:16]1[CH2:21][CH2:20][N:19](C(OC(C)(C)C)=O)[CH2:18][C@H:17]1[O:29][CH3:30])[C:9]1[CH:14]=[CH:13][CH:12]=[CH:11][CH:10]=1. (3) Given the product [CH2:1]([O:8][C:9]1[C:10]([O:20][CH3:21])=[CH:11][C:12]([C:16]([CH3:19])([CH3:18])[CH3:17])=[C:13]([CH:14]=1)[CH:30]=[O:31])[C:2]1[CH:7]=[CH:6][CH:5]=[CH:4][CH:3]=1, predict the reactants needed to synthesize it. The reactants are: [CH2:1]([O:8][C:9]1[CH:14]=[C:13](Br)[C:12]([C:16]([CH3:19])([CH3:18])[CH3:17])=[CH:11][C:10]=1[O:20][CH3:21])[C:2]1[CH:7]=[CH:6][CH:5]=[CH:4][CH:3]=1.C([Li])(C)(C)C.CN([CH:30]=[O:31])C. (4) Given the product [NH2:8][C:9]1[CH:18]=[CH:17][C:16]([C:19]([F:20])([F:21])[F:22])=[CH:15][C:10]=1[C:11]([O:13][CH3:14])=[O:12], predict the reactants needed to synthesize it. The reactants are: C(OC([NH:8][C:9]1[CH:18]=[CH:17][C:16]([C:19]([F:22])([F:21])[F:20])=[CH:15][C:10]=1[C:11]([O:13][CH3:14])=[O:12])=O)(C)(C)C.